Dataset: Peptide-MHC class I binding affinity with 185,985 pairs from IEDB/IMGT. Task: Regression. Given a peptide amino acid sequence and an MHC pseudo amino acid sequence, predict their binding affinity value. This is MHC class I binding data. The peptide sequence is TPQDLNTML. The MHC is HLA-B27:05 with pseudo-sequence HLA-B27:05. The binding affinity (normalized) is 0.182.